Dataset: Full USPTO retrosynthesis dataset with 1.9M reactions from patents (1976-2016). Task: Predict the reactants needed to synthesize the given product. (1) Given the product [ClH:26].[F:19][C:16]1[CH:17]=[CH:18][C:13]([O:12][CH:10]2[CH2:9][NH:8][CH2:11]2)=[CH:14][CH:15]=1, predict the reactants needed to synthesize it. The reactants are: C1(C(C2C=CC=CC=2)[N:8]2[CH2:11][CH:10]([O:12][C:13]3[CH:18]=[CH:17][C:16]([F:19])=[CH:15][CH:14]=3)[CH2:9]2)C=CC=CC=1.[Cl:26]C(OC(Cl)=O)C. (2) Given the product [OH:7][C:6]1[N:5]([C:9]2[CH:22]=[CH:21][C:12]([C:13]([NH:15][CH2:16][CH2:17][CH2:18][O:19][CH3:20])=[O:14])=[CH:11][N:10]=2)[N:4]=[CH:3][C:2]=1[C:28]1[CH:27]=[CH:26][C:25](=[O:39])[N:24]([CH3:23])[CH:29]=1, predict the reactants needed to synthesize it. The reactants are: Br[C:2]1[CH:3]=[N:4][N:5]([C:9]2[CH:22]=[CH:21][C:12]([C:13]([NH:15][CH2:16][CH2:17][CH2:18][O:19][CH3:20])=[O:14])=[CH:11][N:10]=2)[C:6]=1[O:7]C.[CH3:23][N:24]1[CH:29]=[C:28](B2OC(C)(C)C(C)(C)O2)[CH:27]=[CH:26][C:25]1=[O:39]. (3) Given the product [CH:12]([C:14]1[CH:19]=[C:18]([C:2]2[C:3]([C:4]#[N:5])=[CH:6][CH:7]=[C:8]([O:10][CH3:11])[CH:9]=2)[CH:17]=[CH:16][CH:15]=1)=[O:13], predict the reactants needed to synthesize it. The reactants are: Cl[C:2]1[CH:9]=[C:8]([O:10][CH3:11])[CH:7]=[CH:6][C:3]=1[C:4]#[N:5].[CH:12]([C:14]1[CH:15]=[C:16](B(O)O)[CH:17]=[CH:18][CH:19]=1)=[O:13].